This data is from Full USPTO retrosynthesis dataset with 1.9M reactions from patents (1976-2016). The task is: Predict the reactants needed to synthesize the given product. (1) Given the product [Cl:49][C:24]1[C:25]([N:31]2[CH2:36][CH2:35][N:34]([CH:37]3[CH2:40][O:39][CH2:38]3)[CH:33]([C:41]([N:43]3[CH2:48][CH2:47][O:46][CH2:45][CH2:44]3)=[O:42])[CH2:32]2)=[CH:26][C:27]([C:29]#[N:30])=[CH:28][C:23]=1[NH:22][C:13]1[N:12]=[C:11]([NH:7][CH:8]2[CH2:9][CH2:10]2)[C:16]2=[N:17][CH:18]=[C:19]([C:20]#[N:21])[N:15]2[N:14]=1, predict the reactants needed to synthesize it. The reactants are: C(OC(=O)[N:7]([C:11]1[C:16]2=[N:17][CH:18]=[C:19]([C:20]#[N:21])[N:15]2[N:14]=[C:13]([NH:22][C:23]2[CH:28]=[C:27]([C:29]#[N:30])[CH:26]=[C:25]([N:31]3[CH2:36][CH2:35][N:34]([CH:37]4[CH2:40][O:39][CH2:38]4)[CH:33]([C:41]([N:43]4[CH2:48][CH2:47][O:46][CH2:45][CH2:44]4)=[O:42])[CH2:32]3)[C:24]=2[Cl:49])[N:12]=1)[CH:8]1[CH2:10][CH2:9]1)(C)(C)C.C1(OC)C=CC=CC=1.C(O)(C(F)(F)F)=O. (2) Given the product [F:12][C:13]1[C:18]([F:19])=[CH:17][CH:16]=[CH:15][C:14]=1[C:2]1[N:7]=[C:6]([C:8]([OH:10])=[O:9])[CH:5]=[CH:4][C:3]=1[F:11], predict the reactants needed to synthesize it. The reactants are: Br[C:2]1[N:7]=[C:6]([C:8]([OH:10])=[O:9])[CH:5]=[CH:4][C:3]=1[F:11].[F:12][C:13]1[C:18]([F:19])=[CH:17][CH:16]=[CH:15][C:14]=1B(O)O. (3) Given the product [Cl:1][C:2]1[CH:10]=[CH:9][CH:8]=[CH:7][C:3]=1[C:4]([NH:21][CH2:20][CH:19]([N:22]1[CH2:23][CH2:24][C:25]([F:29])([F:28])[CH2:26][CH2:27]1)[C:16]1[CH:17]=[N:18][C:13]([C:12]([F:11])([F:30])[F:31])=[CH:14][CH:15]=1)=[O:6], predict the reactants needed to synthesize it. The reactants are: [Cl:1][C:2]1[CH:10]=[CH:9][CH:8]=[CH:7][C:3]=1[C:4]([OH:6])=O.[F:11][C:12]([F:31])([F:30])[C:13]1[N:18]=[CH:17][C:16]([CH:19]([N:22]2[CH2:27][CH2:26][C:25]([F:29])([F:28])[CH2:24][CH2:23]2)[CH2:20][NH2:21])=[CH:15][CH:14]=1. (4) Given the product [F:34][C:33]([F:36])([F:35])[C:31]1[NH:30][C:29]2[CH:37]=[CH:38][C:26]([CH2:25][C@@H:21]([NH:20][C:18]([N:15]3[CH2:16][CH2:17][CH:12]([N:11]4[CH2:10][C:9]5[C:4](=[CH:5][CH:6]=[CH:7][CH:8]=5)[NH:3][C:2]4=[O:1])[CH2:13][CH2:14]3)=[O:19])[C:22](=[O:24])[N:90]3[CH2:91][CH2:92][CH:87]([N:81]4[CH2:86][CH2:85][CH2:84][CH2:83][CH2:82]4)[CH2:88][CH2:89]3)=[CH:27][C:28]=2[N:32]=1, predict the reactants needed to synthesize it. The reactants are: [O:1]=[C:2]1[N:11]([CH:12]2[CH2:17][CH2:16][N:15]([C:18]([NH:20][C@H:21]([CH2:25][C:26]3[CH:38]=[CH:37][C:29]4[NH:30][C:31]([C:33]([F:36])([F:35])[F:34])=[N:32][C:28]=4[CH:27]=3)[C:22]([OH:24])=O)=[O:19])[CH2:14][CH2:13]2)[CH2:10][C:9]2[C:4](=[CH:5][CH:6]=[CH:7][CH:8]=2)[NH:3]1.C(N(C(C)C)CC)(C)C.C1CN([P+](ON2N=NC3C=CC=CC2=3)(N2CCCC2)N2CCCC2)CC1.F[P-](F)(F)(F)(F)F.[N:81]1([CH:87]2[CH2:92][CH2:91][NH:90][CH2:89][CH2:88]2)[CH2:86][CH2:85][CH2:84][CH2:83][CH2:82]1. (5) Given the product [CH:26]1([NH:21][C:22]([NH:17][C:16]2[CH:18]=[CH:19][C:13]([O:12][C:9]3[CH:8]=[CH:7][N:6]=[C:5]4[CH:4]=[C:3]([C:1]#[CH:2])[S:11][C:10]=34)=[C:14]([F:20])[CH:15]=2)=[O:29])[CH2:24][CH2:25]1, predict the reactants needed to synthesize it. The reactants are: [C:1]([C:3]1[S:11][C:10]2[C:5](=[N:6][CH:7]=[CH:8][C:9]=2[O:12][C:13]2[CH:19]=[CH:18][C:16]([NH2:17])=[CH:15][C:14]=2[F:20])[CH:4]=1)#[CH:2].[N:21]1[CH:26]=[CH:25][CH:24]=C[CH:22]=1.ClC(OC1C=CC=CC=1)=[O:29].C1(N)CC1. (6) Given the product [Br-:20].[Br:20][CH2:18][CH2:17][CH2:16][CH2:15][CH2:14][CH2:13][CH2:12][CH2:11][CH2:10][CH2:9][CH2:8][CH2:7][C:3]1[CH:2]=[N:1][CH:6]=[CH:5][CH:4]=1, predict the reactants needed to synthesize it. The reactants are: [N:1]1[CH:6]=[CH:5][CH:4]=[C:3]([CH2:7][CH2:8][CH2:9][CH2:10][CH2:11][CH2:12][CH2:13][CH2:14][CH2:15][CH2:16][CH2:17][CH2:18]O)[CH:2]=1.[BrH:20]. (7) The reactants are: [CH2:1]([O:3][C:4]1[C:5]([Si](C)(C)C)=[CH:6][C:7]2[C:12]([CH:13]=1)=[C:11]([F:14])[C:10]([F:15])=[CH:9][CH:8]=2)[CH3:2].[F-].[Cs+]. Given the product [CH2:1]([O:3][C:4]1[CH:13]=[C:12]2[C:7]([CH:8]=[CH:9][C:10]([F:15])=[C:11]2[F:14])=[CH:6][CH:5]=1)[CH3:2], predict the reactants needed to synthesize it. (8) Given the product [C:2]([C:3]1[CH:27]([C:29]2[CH:36]=[CH:35][C:32]([C:33]#[N:34])=[CH:31][CH:30]=2)[C:21]([C:22]#[N:23])=[C:20]([CH3:24])[N:19]([C:15]2[CH:16]=[CH:17][CH:18]=[C:13]([C:12]([F:25])([F:26])[F:11])[CH:14]=2)[C:4]=1[NH2:5])(=[O:6])[CH3:1], predict the reactants needed to synthesize it. The reactants are: [CH3:1][C:2]1[O:6][N:5]=[CH:4][CH:3]=1.C([O-])C.[Na+].[F:11][C:12]([F:26])([F:25])[C:13]1[CH:14]=[C:15]([NH:19][C:20]([CH3:24])=[CH:21][C:22]#[N:23])[CH:16]=[CH:17][CH:18]=1.[CH:27]([C:29]1[CH:36]=[CH:35][C:32]([C:33]#[N:34])=[CH:31][CH:30]=1)=O.N1CCCCC1. (9) Given the product [CH3:23][C:19]1[CH:20]=[CH:21][CH:22]=[C:17]([CH3:16])[C:18]=1[NH:24][C:25](=[O:34])[CH2:26][N:27]1[CH2:32][CH2:31][N:30]([CH2:15][CH:13]([OH:14])[CH2:12][O:11][C:8]2[CH:9]=[CH:10][C:4]3[S:3][C:2]([CH3:1])=[N:6][C:5]=3[CH:7]=2)[CH2:29][C:28]1=[O:33], predict the reactants needed to synthesize it. The reactants are: [CH3:1][C:2]1[S:3][C:4]2[CH:10]=[CH:9][C:8]([O:11][CH2:12][CH:13]3[CH2:15][O:14]3)=[CH:7][C:5]=2[N:6]=1.[CH3:16][C:17]1[CH:22]=[CH:21][CH:20]=[C:19]([CH3:23])[C:18]=1[NH:24][C:25](=[O:34])[CH2:26][N:27]1[CH2:32][CH2:31][NH:30][CH2:29][C:28]1=[O:33].CC1C=CC=C(C)C=1NC(=O)CN1CCNCC1.